Dataset: Catalyst prediction with 721,799 reactions and 888 catalyst types from USPTO. Task: Predict which catalyst facilitates the given reaction. (1) Reactant: [ClH:1].C(OC([NH:9][CH2:10][C@H:11]1[CH2:16][CH2:15][C@H:14]([C:17]([NH:19][C@@H:20]([CH2:44][C:45]2[CH:50]=[CH:49][C:48]([C:51]3[CH:56]=[CH:55][C:54]([O:57][CH3:58])=[C:53]([S:59]([N:62]4[CH2:67][CH2:66][O:65][CH2:64][CH2:63]4)(=[O:61])=[O:60])[CH:52]=3)=[CH:47][CH:46]=2)[C:21]([NH:23][C:24]2[CH:29]=[CH:28][C:27]([C:30]3[NH:34][N:33]=[C:32]([C:35]([F:43])([F:42])[C:36]([F:41])([F:40])[C:37]([OH:39])=[O:38])[N:31]=3)=[CH:26][CH:25]=2)=[O:22])=[O:18])[CH2:13][CH2:12]1)=O)(C)(C)C.C(#N)C. Product: [ClH:1].[NH2:9][CH2:10][C@H:11]1[CH2:12][CH2:13][C@H:14]([C:17]([NH:19][C@@H:20]([CH2:44][C:45]2[CH:50]=[CH:49][C:48]([C:51]3[CH:56]=[CH:55][C:54]([O:57][CH3:58])=[C:53]([S:59]([N:62]4[CH2:63][CH2:64][O:65][CH2:66][CH2:67]4)(=[O:61])=[O:60])[CH:52]=3)=[CH:47][CH:46]=2)[C:21]([NH:23][C:24]2[CH:25]=[CH:26][C:27]([C:30]3[NH:34][N:33]=[C:32]([C:35]([F:42])([F:43])[C:36]([F:40])([F:41])[C:37]([OH:39])=[O:38])[N:31]=3)=[CH:28][CH:29]=2)=[O:22])=[O:18])[CH2:15][CH2:16]1. The catalyst class is: 12. (2) Reactant: C([O:5][C:6]([N:8]1[CH2:13][CH2:12][N:11]([CH2:14][C:15]2([CH3:26])[O:19][C:18]3=[N:20][C:21]([N+:23]([O-:25])=[O:24])=[CH:22][N:17]3[CH2:16]2)[CH2:10][CH2:9]1)=O)(C)(C)C.FC(F)(F)C(O)=O.C(N(CC)CC)C.C(Cl)(=O)[C:42]1[CH:47]=[CH:46][CH:45]=[CH:44][CH:43]=1. Product: [CH3:26][C:15]1([CH2:14][N:11]2[CH2:12][CH2:13][N:8]([C:6]([C:42]3[CH:47]=[CH:46][CH:45]=[CH:44][CH:43]=3)=[O:5])[CH2:9][CH2:10]2)[O:19][C:18]2=[N:20][C:21]([N+:23]([O-:25])=[O:24])=[CH:22][N:17]2[CH2:16]1. The catalyst class is: 2. (3) Reactant: [F:1][C:2]([F:32])([F:31])[O:3][C:4]1[CH:9]=[CH:8][C:7]([S:10]([N:13]2[CH2:18][CH2:17][C:16](=[N:19][O:20][CH2:21][C:22]3[CH:23]=[C:24]([CH:28]=[CH:29][CH:30]=3)[C:25]([OH:27])=O)[CH2:15][CH2:14]2)(=[O:12])=[O:11])=[CH:6][CH:5]=1.O[N:34]1C2C=CC=CC=2N=N1.[NH4+].[Cl-].C(N(CC)C(C)C)(C)C.Cl.C(N=C=NCCCN(C)C)C. Product: [F:31][C:2]([F:32])([F:1])[O:3][C:4]1[CH:9]=[CH:8][C:7]([S:10]([N:13]2[CH2:14][CH2:15][C:16](=[N:19][O:20][CH2:21][C:22]3[CH:23]=[C:24]([CH:28]=[CH:29][CH:30]=3)[C:25]([NH2:34])=[O:27])[CH2:17][CH2:18]2)(=[O:11])=[O:12])=[CH:6][CH:5]=1. The catalyst class is: 35. (4) Reactant: O1CCCC1.[CH2:6]([O:10][C:11]1[CH:12]=[C:13]([CH2:17][C:18](Cl)=[N:19][OH:20])[CH:14]=[CH:15][CH:16]=1)[CH2:7][CH2:8][CH3:9].[C:22]([C:24]1[C:25]([NH2:30])=[N:26][CH:27]=[CH:28][CH:29]=1)#[CH:23].C(N(CC)CC)C. Product: [CH2:6]([O:10][C:11]1[CH:12]=[C:13]([CH:14]=[CH:15][CH:16]=1)[CH2:17][C:18]1[CH:23]=[C:22]([C:24]2[C:25]([NH2:30])=[N:26][CH:27]=[CH:28][CH:29]=2)[O:20][N:19]=1)[CH2:7][CH2:8][CH3:9]. The catalyst class is: 6. (5) Reactant: [NH:1]1[C:5]2([CH2:10][CH2:9][NH:8][CH2:7][CH2:6]2)[C:4](=[O:11])[NH:3][C:2]1=[O:12].C(O)(=O)C.C(N(C(C)C)C(C)C)C.[CH2:26]([O:28][C:29]1[CH:30]=[C:31]([CH:34]=[CH:35][C:36]=1[CH3:37])[CH:32]=O)[CH3:27].C([BH3-])#N.[Na+]. Product: [CH2:26]([O:28][C:29]1[CH:30]=[C:31]([CH:34]=[CH:35][C:36]=1[CH3:37])[CH2:32][N:8]1[CH2:9][CH2:10][C:5]2([NH:1][C:2](=[O:12])[NH:3][C:4]2=[O:11])[CH2:6][CH2:7]1)[CH3:27]. The catalyst class is: 8. (6) Reactant: [Cl:1][C:2]1[C:11]2[N:10]([CH3:12])[O:9][C@H:8]3[NH:13][C@H:14]([C:16]([O:18]CC4C=CC(OC)=CC=4)=[O:17])[CH2:15][C@@:7]3([OH:28])[C:6]=2[CH:5]=[CH:4][CH:3]=1.[C:29](O[C:29]([O:31][C:32]([CH3:35])([CH3:34])[CH3:33])=[O:30])([O:31][C:32]([CH3:35])([CH3:34])[CH3:33])=[O:30]. Product: [C:32]([O:31][C:29]([N:13]1[C@@H:8]2[O:9][N:10]([CH3:12])[C:11]3[C:2]([Cl:1])=[CH:3][CH:4]=[CH:5][C:6]=3[C@:7]2([O:28][C:29]([O:31][C:32]([CH3:35])([CH3:34])[CH3:33])=[O:30])[CH2:15][C@H:14]1[C:16]([OH:18])=[O:17])=[O:30])([CH3:35])([CH3:34])[CH3:33]. The catalyst class is: 277. (7) Reactant: [Cl-].[Al+3].[Cl-].[Cl-].[CH2:5]([C:7]1[CH:15]=[CH:14][C:10]([C:11](Cl)=[O:12])=[CH:9][CH:8]=1)[CH3:6].[Br:16][C:17]1[S:18][CH:19]=[CH:20][CH:21]=1.Cl. Product: [Br:16][C:17]1[S:18][C:19]([C:11]([C:10]2[CH:14]=[CH:15][C:7]([CH2:5][CH3:6])=[CH:8][CH:9]=2)=[O:12])=[CH:20][CH:21]=1. The catalyst class is: 4.